From a dataset of Peptide-MHC class I binding affinity with 185,985 pairs from IEDB/IMGT. Regression. Given a peptide amino acid sequence and an MHC pseudo amino acid sequence, predict their binding affinity value. This is MHC class I binding data. The peptide sequence is WMYEGKHVL. The MHC is HLA-A02:19 with pseudo-sequence HLA-A02:19. The binding affinity (normalized) is 1.00.